Dataset: Full USPTO retrosynthesis dataset with 1.9M reactions from patents (1976-2016). Task: Predict the reactants needed to synthesize the given product. Given the product [Cl:8][C:6]1[N:7]=[C:2]([NH:18][C:17]2[CH:19]=[CH:20][C:21]([N:22]3[CH2:23][CH2:24][O:25][CH2:26][CH2:27]3)=[C:15]([F:14])[CH:16]=2)[C:3]([C:11]([NH2:13])=[O:12])=[N:4][C:5]=1[CH2:9][CH3:10], predict the reactants needed to synthesize it. The reactants are: Cl[C:2]1[C:3]([C:11]([NH2:13])=[O:12])=[N:4][C:5]([CH2:9][CH3:10])=[C:6]([Cl:8])[N:7]=1.[F:14][C:15]1[CH:16]=[C:17]([CH:19]=[CH:20][C:21]=1[N:22]1[CH2:27][CH2:26][O:25][CH2:24][CH2:23]1)[NH2:18].C(N(C(C)C)CC)(C)C.CN1CCCC1=O.